Dataset: Forward reaction prediction with 1.9M reactions from USPTO patents (1976-2016). Task: Predict the product of the given reaction. (1) Given the reactants [NH2:1][C:2]1[CH:3]=[C:4]([CH:22]=[CH:23][CH:24]=1)[O:5][C:6]1[CH:7]=[CH:8][C:9]2[N:13]=[C:12]([NH:14][C:15]([CH:17]3[CH2:19][CH2:18]3)=[O:16])[N:11]([CH3:20])[C:10]=2[CH:21]=1.[C:25]([C:27]1([C:30]2[CH:31]=[C:32]([CH:36]=[CH:37][CH:38]=2)[C:33](O)=[O:34])[CH2:29][CH2:28]1)#[N:26].Cl.C(N=C=NCCCN(C)C)C, predict the reaction product. The product is: [C:25]([C:27]1([C:30]2[CH:31]=[C:32]([CH:36]=[CH:37][CH:38]=2)[C:33]([NH:1][C:2]2[CH:24]=[CH:23][CH:22]=[C:4]([O:5][C:6]3[CH:7]=[CH:8][C:9]4[N:13]=[C:12]([NH:14][C:15]([CH:17]5[CH2:19][CH2:18]5)=[O:16])[N:11]([CH3:20])[C:10]=4[CH:21]=3)[CH:3]=2)=[O:34])[CH2:28][CH2:29]1)#[N:26]. (2) Given the reactants [Br:1][C:2]1[CH:15]=[CH:14][C:13]2[C:12]([C:17]3[CH:22]=[CH:21][C:20]([F:23])=[CH:19][CH:18]=3)(O)[C:11]3[C:6](=[CH:7][CH:8]=[CH:9][CH:10]=3)[C:5]([C:25]3[CH:30]=[CH:29][C:28]([F:31])=[CH:27][CH:26]=3)(O)[C:4]=2[CH:3]=1.[I-].[K+].O.[PH2](=O)[O-].[Na+].[PH2](=O)O, predict the reaction product. The product is: [Br:1][C:2]1[CH:15]=[CH:14][C:13]2[C:4](=[C:5]([C:25]3[CH:30]=[CH:29][C:28]([F:31])=[CH:27][CH:26]=3)[C:6]3[C:11]([C:12]=2[C:17]2[CH:18]=[CH:19][C:20]([F:23])=[CH:21][CH:22]=2)=[CH:10][CH:9]=[CH:8][CH:7]=3)[CH:3]=1. (3) Given the reactants [NH2:1][C:2]1[N:6]([CH:7]([CH2:10][CH3:11])[CH2:8][CH3:9])[N:5]=[CH:4][C:3]=1[C:12]([NH2:14])=[O:13].[CH:15]1([CH2:21][C:22](OC)=O)[CH2:20][CH2:19][CH2:18][CH2:17][CH2:16]1, predict the reaction product. The product is: [CH:15]1([CH2:21][C:22]2[NH:14][C:12](=[O:13])[C:3]3[CH:4]=[N:5][N:6]([CH:7]([CH2:10][CH3:11])[CH2:8][CH3:9])[C:2]=3[N:1]=2)[CH2:20][CH2:19][CH2:18][CH2:17][CH2:16]1. (4) Given the reactants Br[C:2]1[CH:10]=[CH:9][CH:8]=[C:7]2[C:3]=1[C:4](=[O:17])[C:5](=[O:16])[N:6]2[CH2:11][CH2:12][CH2:13][CH2:14][CH3:15].C(N1C2C(=CC=CC=2)C(=O)C1=O)CCCC.O1C2C=CC(O)=CC=2OC1.[Br:44][C:45]1[CH:50]=[CH:49][C:48]([OH:51])=[CH:47][CH:46]=1, predict the reaction product. The product is: [Br:44][C:45]1[CH:46]=[CH:47][C:48]([OH:51])=[C:49]([C:4]2([OH:17])[C:3]3[C:7](=[CH:8][CH:9]=[CH:10][CH:2]=3)[N:6]([CH2:11][CH2:12][CH2:13][CH2:14][CH3:15])[C:5]2=[O:16])[CH:50]=1. (5) Given the reactants [Br:1][C:2]1[C:3](F)=[C:4]2[C:10]([NH:11][C:12]([C:14]3[CH:19]=[CH:18][C:17](=[O:20])[N:16]([CH3:21])[N:15]=3)=[O:13])=[CH:9][NH:8][C:5]2=[N:6][CH:7]=1.[NH:23]1[CH2:28][CH2:27][CH2:26][C@@H:25]([NH:29]C(=O)OC(C)(C)C)[CH2:24]1.CCN(C(C)C)C(C)C.C(O)(C(F)(F)F)=O.C(Cl)[Cl:54], predict the reaction product. The product is: [ClH:54].[NH2:29][C@@H:25]1[CH2:26][CH2:27][CH2:28][N:23]([C:3]2[C:2]([Br:1])=[CH:7][N:6]=[C:5]3[NH:8][CH:9]=[C:10]([NH:11][C:12]([C:14]4[CH:19]=[CH:18][C:17](=[O:20])[N:16]([CH3:21])[N:15]=4)=[O:13])[C:4]=23)[CH2:24]1.